From a dataset of Catalyst prediction with 721,799 reactions and 888 catalyst types from USPTO. Predict which catalyst facilitates the given reaction. (1) Reactant: [CH:1]1[C:6]([C:7]2[C:16](=[O:17])[C:15]3[CH:14]=[CH:13][C:12]([OH:18])=[CH:11][C:10]=3[O:9][CH:8]=2)=[CH:5][CH:4]=[C:3]([OH:19])[CH:2]=1.[CH:20]1[C:25]([C:26]2[C:35](=[O:36])[C:34]3[C:33]([OH:37])=[CH:32][C:31]([OH:38])=[CH:30][C:29]=3[O:28][CH:27]=2)=[CH:24][CH:23]=[C:22]([OH:39])[CH:21]=1. Product: [CH2:8]1[O:9][C:10]2[CH:11]=[C:12]([OH:18])[CH:13]=[CH:14][C:15]=2[C:16](=[O:17])[CH:7]1[C:6]1[CH:1]=[CH:2][C:3]([OH:19])=[CH:4][CH:5]=1.[CH2:27]1[O:28][C:29]2[C:34](=[C:33]([OH:37])[CH:32]=[C:31]([OH:38])[CH:30]=2)[C:35](=[O:36])[CH:26]1[C:25]1[CH:20]=[CH:21][C:22]([OH:39])=[CH:23][CH:24]=1. The catalyst class is: 45. (2) Reactant: C([N:3](CC)CC)C.[C:8]1(C)[C:9]([C:14](Cl)=[O:15])=[CH:10][CH:11]=[CH:12][CH:13]=1.C(OCC)(=O)C. Product: [C:14]([NH2:3])(=[O:15])[C:9]1[CH:10]=[CH:11][CH:12]=[CH:13][CH:8]=1. The catalyst class is: 2. (3) Reactant: [O:1]([CH2:8][C:9]1[CH:16]=[CH:15][C:12]([CH:13]=O)=[CH:11][CH:10]=1)[C:2]1[CH:7]=[CH:6][CH:5]=[CH:4][CH:3]=1.[N+:17]([CH3:20])([O-:19])=[O:18].C([O-])(=O)C.[NH4+]. Product: [N+:17](/[CH:20]=[CH:13]/[C:12]1[CH:15]=[CH:16][C:9]([CH2:8][O:1][C:2]2[CH:7]=[CH:6][CH:5]=[CH:4][CH:3]=2)=[CH:10][CH:11]=1)([O-:19])=[O:18]. The catalyst class is: 15. (4) Reactant: [Al+3].[Cl-].[Cl-].[Cl-].[CH3:5][O:6][C:7]1[N:15]=[C:14]2[C:10]([CH:11]=[CH:12][NH:13]2)=[CH:9][CH:8]=1.[C:16](Cl)(=[O:18])[CH3:17].CO. Product: [CH3:5][O:6][C:7]1[N:15]=[C:14]2[NH:13][CH:12]=[C:11]([C:16](=[O:18])[CH3:17])[C:10]2=[CH:9][CH:8]=1. The catalyst class is: 2. (5) Reactant: [Cl:1][C:2]1[CH:3]=[C:4]([C:8]2[C:9]([C:15]([O:17]CC)=[O:16])=[CH:10][CH:11]=[C:12]([F:14])[CH:13]=2)[CH:5]=[CH:6][CH:7]=1.[OH-].[Na+]. Product: [Cl:1][C:2]1[CH:3]=[C:4]([C:8]2[C:9]([C:15]([OH:17])=[O:16])=[CH:10][CH:11]=[C:12]([F:14])[CH:13]=2)[CH:5]=[CH:6][CH:7]=1. The catalyst class is: 8.